Predict the reactants needed to synthesize the given product. From a dataset of Retrosynthesis with 50K atom-mapped reactions and 10 reaction types from USPTO. (1) Given the product CCCN1CCN(c2ccc(N)c(OC)c2)CC1, predict the reactants needed to synthesize it. The reactants are: CCCN1CCN(c2ccc([N+](=O)[O-])c(OC)c2)CC1. (2) Given the product CCOC(=O)/C=C(\CBr)Oc1ccc(Cl)cc1Cl, predict the reactants needed to synthesize it. The reactants are: CCOC(=O)/C=C(\C)Oc1ccc(Cl)cc1Cl.O=C1CCC(=O)N1Br. (3) Given the product CC(C)(C)OC(=O)NC(CN=[N+]=[N-])CNC(=O)OCc1ccccc1, predict the reactants needed to synthesize it. The reactants are: CC(C)(C)OC(=O)NC(CNC(=O)OCc1ccccc1)COS(C)(=O)=O.[N-]=[N+]=[N-]. (4) Given the product Cc1[nH]c(C=NN=C2C(=O)Nc3ccc(F)cc32)c(C)c1C(=O)NCCCCCC(=O)Nc1ccc(Cl)cc1N, predict the reactants needed to synthesize it. The reactants are: Cc1[nH]c(C=NN=C2C(=O)Nc3ccc(F)cc32)c(C)c1C(=O)NCCCCCC(=O)O.Nc1ccc(Cl)cc1N. (5) The reactants are: C=Cn1cncn1.O=C1CN(c2ccc(I)cc2OCc2ccccc2)S(=O)(=O)N1. Given the product O=C1CN(c2ccc(/C=C/n3cncn3)cc2OCc2ccccc2)S(=O)(=O)N1, predict the reactants needed to synthesize it. (6) Given the product COc1ccc(CON=C(c2cc(C)cc(C#N)c2)c2c(C(C)C)c(=O)[nH]c(=O)n2Cc2ccnc(F)c2)cc1, predict the reactants needed to synthesize it. The reactants are: COc1ccc(CON=C(c2cc(C)cc(C#N)c2)c2[nH]c(=O)[nH]c(=O)c2C(C)C)cc1.Fc1cc(CBr)ccn1. (7) Given the product CC(C)(C)OC(=O)c1ccc(-c2ccc(S(N)(=O)=O)cc2)cc1Nc1ccc(F)cc1, predict the reactants needed to synthesize it. The reactants are: CC(C)(C)OC(=O)c1ccc(B2OC(C)(C)C(C)(C)O2)cc1Nc1ccc(F)cc1.NS(=O)(=O)c1ccc(Br)cc1. (8) Given the product O=C(CCc1cc2ccccc2s1)N1C(=O)OC[C@@H]1Cc1ccccc1, predict the reactants needed to synthesize it. The reactants are: O=C(O)CCc1cc2ccccc2s1.O=C1N[C@@H](Cc2ccccc2)CO1. (9) Given the product CC(C)CC1CC(=O)CC(=O)N1, predict the reactants needed to synthesize it. The reactants are: CC(C)CC1CC(=O)CC(=O)N1C(=O)OC(C)(C)C. (10) Given the product Cc1sc2cc(OCCCCN3CCC(O)CC3)ccc2c1-c1ccc(C(F)(F)F)cc1, predict the reactants needed to synthesize it. The reactants are: Cc1sc2cc(OCCCCBr)ccc2c1-c1ccc(C(F)(F)F)cc1.OC1CCNCC1.